Dataset: NCI-60 drug combinations with 297,098 pairs across 59 cell lines. Task: Regression. Given two drug SMILES strings and cell line genomic features, predict the synergy score measuring deviation from expected non-interaction effect. Drug 1: C1=CC=C(C=C1)NC(=O)CCCCCCC(=O)NO. Drug 2: CN(CC1=CN=C2C(=N1)C(=NC(=N2)N)N)C3=CC=C(C=C3)C(=O)NC(CCC(=O)O)C(=O)O. Cell line: UACC-257. Synergy scores: CSS=20.9, Synergy_ZIP=-0.668, Synergy_Bliss=-0.821, Synergy_Loewe=-30.8, Synergy_HSA=-0.831.